Task: Regression. Given a peptide amino acid sequence and an MHC pseudo amino acid sequence, predict their binding affinity value. This is MHC class I binding data.. Dataset: Peptide-MHC class I binding affinity with 185,985 pairs from IEDB/IMGT (1) The peptide sequence is GVKRLEELL. The MHC is HLA-A02:01 with pseudo-sequence HLA-A02:01. The binding affinity (normalized) is 0.00155. (2) The peptide sequence is GESKSYCEL. The MHC is HLA-B40:02 with pseudo-sequence HLA-B40:02. The binding affinity (normalized) is 0.848. (3) The peptide sequence is RSDEYVAYY. The MHC is HLA-C08:02 with pseudo-sequence HLA-C08:02. The binding affinity (normalized) is 0.429. (4) The peptide sequence is RVFNGDDVK. The MHC is HLA-A24:02 with pseudo-sequence HLA-A24:02. The binding affinity (normalized) is 0.0847. (5) The peptide sequence is VKSLKLLNTRR. The MHC is H-2-Db with pseudo-sequence H-2-Db. The binding affinity (normalized) is 0.